Dataset: Full USPTO retrosynthesis dataset with 1.9M reactions from patents (1976-2016). Task: Predict the reactants needed to synthesize the given product. (1) Given the product [CH:1]1([C@@H:7]([NH:9][C:10]([C:12]2[C:21]3[C:16](=[CH:17][CH:18]=[CH:19][CH:20]=3)[N:15]=[C:14]([C:22]3[S:23][CH:24]=[CH:25][CH:26]=3)[C:13]=2[CH2:27][N:34]2[CH2:33][CH2:32][NH:31][C:30](=[O:29])[CH2:35]2)=[O:11])[CH3:8])[CH2:6][CH2:5][CH2:4][CH2:3][CH2:2]1, predict the reactants needed to synthesize it. The reactants are: [CH:1]1([C@@H:7]([NH:9][C:10]([C:12]2[C:21]3[C:16](=[CH:17][CH:18]=[CH:19][CH:20]=3)[N:15]=[C:14]([C:22]3[S:23][CH:24]=[CH:25][CH:26]=3)[C:13]=2[CH2:27]Br)=[O:11])[CH3:8])[CH2:6][CH2:5][CH2:4][CH2:3][CH2:2]1.[O:29]=[C:30]1[CH2:35][NH:34][CH2:33][CH2:32][NH:31]1.C(N(C(C)C)CC)(C)C. (2) Given the product [I:15][C:14]1[C:18]([O:17][CH3:16])=[CH:23][N:22]=[C:21]([C:24]([F:27])([F:26])[F:25])[CH:13]=1, predict the reactants needed to synthesize it. The reactants are: C([Li])CCC.CCCCCC.Cl[CH2:13][CH2:14][I:15].[CH3:16][O:17][C:18]1C=C[C:21]([C:24]([F:27])([F:26])[F:25])=[N:22][CH:23]=1. (3) Given the product [NH2:17][C:7]1[CH:8]=[C:9]([S:12]([NH:15][CH3:16])(=[O:13])=[O:14])[CH:10]=[CH:11][C:6]=1[S:5][CH2:3][CH3:4], predict the reactants needed to synthesize it. The reactants are: [BH4-].[Na+].[CH2:3]([S:5][C:6]1[CH:11]=[CH:10][C:9]([S:12]([NH:15][CH3:16])(=[O:14])=[O:13])=[CH:8][C:7]=1[N+:17]([O-])=O)[CH3:4]. (4) Given the product [C:22]([O:26][C:18]([NH:1][C:2]1[S:3][C:4]([C:11]2[CH:16]=[CH:15][CH:14]=[CH:13][CH:12]=2)=[CH:5][C:6]=1[C:7]([O:9][CH3:10])=[O:8])=[O:17])([CH3:25])([CH3:24])[CH3:23], predict the reactants needed to synthesize it. The reactants are: [NH2:1][C:2]1[S:3][C:4]([C:11]2[CH:16]=[CH:15][CH:14]=[CH:13][CH:12]=2)=[CH:5][C:6]=1[C:7]([O:9][CH3:10])=[O:8].[O:17]1CCC[CH2:18]1.[C:22]([OH:26])([CH3:25])([CH3:24])[CH3:23]. (5) Given the product [Cl:25][C:2]1[C:11]2[C:6](=[CH:7][CH:8]=[C:9]([O:12][CH3:13])[CH:10]=2)[O:5][C:4](=[O:14])[C:3]=1[C:15]1[CH:20]=[CH:19][CH:18]=[C:17]([O:21][CH3:22])[CH:16]=1, predict the reactants needed to synthesize it. The reactants are: O[C:2]1[C:11]2[C:6](=[CH:7][CH:8]=[C:9]([O:12][CH3:13])[CH:10]=2)[O:5][C:4](=[O:14])[C:3]=1[C:15]1[CH:20]=[CH:19][CH:18]=[C:17]([O:21][CH3:22])[CH:16]=1.P(Cl)(Cl)([Cl:25])=O.C(N(CC)CC)C. (6) Given the product [OH:15][C:13]1[N:9]([C:5]2[CH:4]=[C:3]([C:1]#[N:2])[CH:8]=[CH:7][N:6]=2)[N:10]=[CH:11][CH:12]=1, predict the reactants needed to synthesize it. The reactants are: [C:1]([C:3]1[CH:8]=[CH:7][N:6]=[C:5]([NH:9][NH:10]/[CH:11]=[CH:12]/[C:13]([O:15]CC)=O)[CH:4]=1)#[N:2].CC([O-])(C)C.[K+].Cl. (7) Given the product [ClH:35].[F:18][C@H:16]1[CH2:17][N:13]([C:11](=[O:12])[CH2:10][N:8]([CH2:7][C:6]([OH:34])=[O:5])[CH3:9])[C@H:14]([C:19]2[S:20][C:21]([CH3:33])=[C:22]([C:24](=[O:32])[NH:25][C:26]3[S:27][C:28]([F:31])=[CH:29][N:30]=3)[CH:23]=2)[CH2:15]1, predict the reactants needed to synthesize it. The reactants are: C([O:5][C:6](=[O:34])[CH2:7][N:8]([CH2:10][C:11]([N:13]1[CH2:17][C@H:16]([F:18])[CH2:15][C@H:14]1[C:19]1[S:20][C:21]([CH3:33])=[C:22]([C:24](=[O:32])[NH:25][C:26]2[S:27][C:28]([F:31])=[CH:29][N:30]=2)[CH:23]=1)=[O:12])[CH3:9])(C)(C)C.[ClH:35].O1CCOCC1.C(OCC)C.